Task: Predict the reaction yield, written as a fraction of the theoretical maximum amount of product (1.0 means a 100% yield; for example, 0.34 means a 34% yield).. Dataset: Reaction yield outcomes from USPTO patents with 853,638 reactions The reactants are [CH:1]([C:3]1[O:4][C:5]([C:8]([OH:10])=[O:9])=[CH:6][CH:7]=1)=O.Cl.[NH2:12]O.C(OC(=O)C)(=O)C.O. The catalyst is N1C=CC=CC=1. The product is [C:1]([C:3]1[O:4][C:5]([C:8]([OH:10])=[O:9])=[CH:6][CH:7]=1)#[N:12]. The yield is 0.900.